Task: Predict the product of the given reaction.. Dataset: Forward reaction prediction with 1.9M reactions from USPTO patents (1976-2016) (1) Given the reactants [F:1][C:2]1[CH:3]=[C:4]([C:12]2[O:16][N:15]=[C:14]([C:17]3[CH:18]=[CH:19][C:20]([CH2:23]O)=[N:21][CH:22]=3)[N:13]=2)[CH:5]=[CH:6][C:7]=1[CH2:8][CH:9]([CH3:11])[CH3:10].C(Br)(Br)(Br)Br.C1(P(C2C=CC=CC=2)C2C=CC=CC=2)C=CC=CC=1.Cl.[NH:50]1[CH2:53][CH:52]([C:54]([O:56][CH3:57])=[O:55])[CH2:51]1.C(N(CC)C(C)C)(C)C.C(=O)([O-])O.[Na+], predict the reaction product. The product is: [F:1][C:2]1[CH:3]=[C:4]([C:12]2[O:16][N:15]=[C:14]([C:17]3[CH:18]=[CH:19][C:20]([CH2:23][N:50]4[CH2:53][CH:52]([C:54]([O:56][CH3:57])=[O:55])[CH2:51]4)=[N:21][CH:22]=3)[N:13]=2)[CH:5]=[CH:6][C:7]=1[CH2:8][CH:9]([CH3:11])[CH3:10]. (2) Given the reactants [F:1][C:2]1[CH:3]=[C:4]([NH:8][C:9]2[CH:14]=[CH:13][C:12]([C:15]3[C:19]4[CH2:20][C:21]5[S:22][CH:23]=[CH:24][C:25]=5[C:18]=4[N:17](COCC[Si](C)(C)C)[N:16]=3)=[CH:11][CH:10]=2)[CH:5]=[CH:6][CH:7]=1.Cl, predict the reaction product. The product is: [S:22]1[CH:23]=[CH:24][C:25]2[C:18]3[NH:17][N:16]=[C:15]([C:12]4[CH:11]=[CH:10][C:9]([NH:8][C:4]5[CH:5]=[CH:6][CH:7]=[C:2]([F:1])[CH:3]=5)=[CH:14][CH:13]=4)[C:19]=3[CH2:20][C:21]1=2. (3) Given the reactants [Si:1]([O:8][C:9]1[CH:14]=[CH:13][CH:12]=[CH:11][C:10]=1[CH2:15]O)([C:4]([CH3:7])([CH3:6])[CH3:5])([CH3:3])[CH3:2].C(Br)(Br)(Br)[Br:18].C1(P(C2C=CC=CC=2)C2C=CC=CC=2)C=CC=CC=1, predict the reaction product. The product is: [Br:18][CH2:15][C:10]1[CH:11]=[CH:12][CH:13]=[CH:14][C:9]=1[O:8][Si:1]([C:4]([CH3:7])([CH3:6])[CH3:5])([CH3:3])[CH3:2]. (4) The product is: [CH3:31][O:30][C:28]([C:27]1[CH:32]=[CH:33][C:24]([C:11]2[CH2:10][CH2:9][N:8]([C:1]([O:3][C:4]([CH3:5])([CH3:6])[CH3:7])=[O:2])[CH2:13][CH:12]=2)=[CH:25][CH:26]=1)=[O:29]. Given the reactants [C:1]([N:8]1[CH2:13][CH:12]=[C:11](B2OC(C)(C)C(C)(C)O2)[CH2:10][CH2:9]1)([O:3][C:4]([CH3:7])([CH3:6])[CH3:5])=[O:2].Br[C:24]1[CH:33]=[CH:32][C:27]([C:28]([O:30][CH3:31])=[O:29])=[CH:26][CH:25]=1.C1(P(C2CCCCC2)C2C=CC=CC=2C2C(OC)=CC=CC=2OC)CCCCC1.P([O-])([O-])([O-])=O.[K+].[K+].[K+].C(=O)(O)[O-].[Na+], predict the reaction product. (5) The product is: [CH2:1]([O:3][C:4]([C:6]1[C:7]([NH:28][C:27]2[CH:29]=[CH:30][C:31]([Br:33])=[CH:32][C:26]=2[F:25])=[C:8]([CH3:16])[C:9](=[O:15])[N:10]2[C:14]=1[CH2:13][CH2:12][CH2:11]2)=[O:5])[CH3:2]. Given the reactants [CH2:1]([O:3][C:4]([C:6]1[C:7](OS(C(F)(F)F)(=O)=O)=[C:8]([CH3:16])[C:9](=[O:15])[N:10]2[C:14]=1[CH2:13][CH2:12][CH2:11]2)=[O:5])[CH3:2].[F:25][C:26]1[CH:32]=[C:31]([Br:33])[CH:30]=[CH:29][C:27]=1[NH2:28].C(=O)([O-])[O-].[Cs+].[Cs+].C1C=CC(P(C2C(C3C(P(C4C=CC=CC=4)C4C=CC=CC=4)=CC=C4C=3C=CC=C4)=C3C(C=CC=C3)=CC=2)C2C=CC=CC=2)=CC=1, predict the reaction product. (6) Given the reactants [Br:1][C:2]1[CH:7]=[C:6]([NH:8][CH2:9][C:10]2[CH:11]=[N:12][CH:13]=[C:14]([F:16])[CH:15]=2)[C:5]([NH2:17])=[CH:4][CH:3]=1.[CH:18](O)=O, predict the reaction product. The product is: [Br:1][C:2]1[CH:3]=[CH:4][C:5]2[N:17]=[CH:18][N:8]([CH2:9][C:10]3[CH:11]=[N:12][CH:13]=[C:14]([F:16])[CH:15]=3)[C:6]=2[CH:7]=1. (7) Given the reactants [CH:1]1([NH:4][C:5](=[O:31])[C:6]2[CH:11]=[C:10]([F:12])[C:9]([CH3:13])=[C:8]([C:14]3[CH:15]=[C:16]4[C:21](=[CH:22][CH:23]=3)[C:20](=[O:24])[N:19]([CH2:25][CH:26]3[CH2:28][CH2:27]3)[CH:18]=[C:17]4[CH:29]=O)[CH:7]=2)[CH2:3][CH2:2]1.[N:32]1(C(OC(C)(C)C)=O)[CH2:37][CH2:36][NH:35][CH2:34][CH2:33]1.C(O[BH-](OC(=O)C)OC(=O)C)(=O)C.[Na+].[Cl:59]CCl, predict the reaction product. The product is: [ClH:59].[ClH:59].[CH:1]1([NH:4][C:5](=[O:31])[C:6]2[CH:11]=[C:10]([F:12])[C:9]([CH3:13])=[C:8]([C:14]3[CH:15]=[C:16]4[C:21](=[CH:22][CH:23]=3)[C:20](=[O:24])[N:19]([CH2:25][CH:26]3[CH2:28][CH2:27]3)[CH:18]=[C:17]4[CH2:29][N:32]3[CH2:37][CH2:36][NH:35][CH2:34][CH2:33]3)[CH:7]=2)[CH2:3][CH2:2]1.